This data is from Forward reaction prediction with 1.9M reactions from USPTO patents (1976-2016). The task is: Predict the product of the given reaction. Given the reactants [Br:1][C:2]1[CH:7]=[CH:6][C:5]([CH:8]=[C:9]2[CH2:14][CH2:13][CH2:12][CH2:11][CH2:10]2)=[CH:4][CH:3]=1.[F:15][C:16]([F:21])([F:20])[C:17]([OH:19])=[O:18], predict the reaction product. The product is: [F:15][C:16]([F:21])([F:20])[C:17]([O:19][C:9]1([CH2:8][C:5]2[CH:6]=[CH:7][C:2]([Br:1])=[CH:3][CH:4]=2)[CH2:10][CH2:11][CH2:12][CH2:13][CH2:14]1)=[O:18].